From a dataset of Reaction yield outcomes from USPTO patents with 853,638 reactions. Predict the reaction yield, written as a fraction of the theoretical maximum amount of product (1.0 means a 100% yield; for example, 0.34 means a 34% yield). The reactants are O=[C:2]1[C@@H:11]2[CH2:12][N:13]([C:15](OC(C)(C)C)=O)[CH2:14][C@H:10]2[C:9]2[C:4]3=[C:5]([CH2:22][CH2:23][CH2:24][N:3]13)[CH:6]=[CH:7][CH:8]=2.C=O.C(O[BH-](OC(=O)C)OC(=O)C)(=O)C.[Na+].C(O)(=O)C.[ClH:45]. The catalyst is ClCCCl.CCOCC. The product is [ClH:45].[ClH:45].[CH3:15][N:13]1[CH2:14][C@@H:10]2[C@H:11]([CH2:2][N:3]3[CH2:24][CH2:23][CH2:22][C:5]4[CH:6]=[CH:7][CH:8]=[C:9]2[C:4]3=4)[CH2:12]1. The yield is 0.270.